Dataset: hERG Central: cardiac toxicity at 1µM, 10µM, and general inhibition. Task: Predict hERG channel inhibition at various concentrations. (1) The molecule is CCCCCCCN1CCN=C1Nc1ccccc1. Results: hERG_inhib (hERG inhibition (general)): blocker. (2) The compound is CC(C)c1ccc(OCC(O)CN2CCN(c3ccccn3)CC2)cc1.Cl. Results: hERG_inhib (hERG inhibition (general)): blocker.